From a dataset of Full USPTO retrosynthesis dataset with 1.9M reactions from patents (1976-2016). Predict the reactants needed to synthesize the given product. (1) Given the product [C:1]([O:9][C:10]1[C:14]([CH3:15])=[N:19][N:18]([CH3:17])[C:11]=1[CH3:12])(=[O:8])[C:2]1[CH:7]=[CH:6][CH:5]=[CH:4][CH:3]=1, predict the reactants needed to synthesize it. The reactants are: [C:1]([O:9][CH:10]([C:14](=O)[CH3:15])[C:11](=O)[CH3:12])(=[O:8])[C:2]1[CH:7]=[CH:6][CH:5]=[CH:4][CH:3]=1.[CH3:17][NH:18][NH2:19]. (2) Given the product [NH:12]1[CH2:17][CH2:16][CH2:15][CH:14]([NH:18][C:19]([C:21]2[CH:22]=[C:23]3[C:27](=[CH:28][CH:29]=2)[NH:26][N:25]=[CH:24]3)=[O:20])[CH2:13]1, predict the reactants needed to synthesize it. The reactants are: C([O-])=O.[NH4+].C([N:12]1[CH2:17][CH2:16][CH2:15][CH:14]([NH:18][C:19]([C:21]2[CH:22]=[C:23]3[C:27](=[CH:28][CH:29]=2)[NH:26][N:25]=[CH:24]3)=[O:20])[CH2:13]1)C1C=CC=CC=1. (3) Given the product [CH3:19][C:15]1[CH:16]=[CH:17][CH:18]=[C:2]([CH3:1])[C:3]=1[O:4][C:5]1[CH:10]=[CH:9][C:8]([NH2:11])=[CH:7][C:6]=1[CH3:14], predict the reactants needed to synthesize it. The reactants are: [CH3:1][C:2]1[CH:18]=[CH:17][CH:16]=[C:15]([CH3:19])[C:3]=1[O:4][C:5]1[CH:10]=[CH:9][C:8]([N+:11]([O-])=O)=[CH:7][C:6]=1[CH3:14].CC(C)=O.[Cl-].[NH4+]. (4) Given the product [F:15][C:13]([F:16])([F:14])[C:9]1[N:8]=[C:7]([CH2:6][CH2:5][C@H:2]2[CH2:3][O:4][C:24]([NH2:23])=[N:1]2)[CH:12]=[CH:11][CH:10]=1, predict the reactants needed to synthesize it. The reactants are: [NH2:1][C@@H:2]([CH2:5][CH2:6][C:7]1[CH:12]=[CH:11][CH:10]=[C:9]([C:13]([F:16])([F:15])[F:14])[N:8]=1)[CH2:3][OH:4].C([O-])([O-])=O.[K+].[K+].[N:23]#[C:24]Br.O.